Predict the reactants needed to synthesize the given product. From a dataset of Full USPTO retrosynthesis dataset with 1.9M reactions from patents (1976-2016). (1) Given the product [C:1]([C:3]1[C:4]([N:21]2[CH2:22][CH2:23][CH:24]([C:27](=[O:28])[NH:41][S:38]([N:37]([C:34]3[CH:35]=[CH:36][C:31]([F:30])=[CH:32][CH:33]=3)[CH3:42])(=[O:39])=[O:40])[CH2:25][CH2:26]2)=[N:5][C:6]([CH2:14][N:15]2[CH2:19][CH2:18][CH2:17][C:16]2=[O:20])=[C:7]([CH:8]=1)[C:9]([O:11][CH2:12][CH3:13])=[O:10])#[N:2], predict the reactants needed to synthesize it. The reactants are: [C:1]([C:3]1[C:4]([N:21]2[CH2:26][CH2:25][CH:24]([C:27](O)=[O:28])[CH2:23][CH2:22]2)=[N:5][C:6]([CH2:14][N:15]2[CH2:19][CH2:18][CH2:17][C:16]2=[O:20])=[C:7]([C:9]([O:11][CH2:12][CH3:13])=[O:10])[CH:8]=1)#[N:2].[F:30][C:31]1[CH:36]=[CH:35][C:34]([N:37]([CH3:42])[S:38]([NH2:41])(=[O:40])=[O:39])=[CH:33][CH:32]=1. (2) Given the product [CH3:1][C:2]([Si:5]([CH3:41])([CH3:42])[O:6][CH2:7][C@@:8]1([C:38]([NH:45][CH3:44])=[O:39])[CH2:12][CH2:11][C@H:10]([C:13]2[CH:14]=[CH:15][C:16]([O:19][CH2:20][C:21]3[CH:26]=[CH:25][CH:24]=[CH:23][C:22]=3[F:27])=[CH:17][CH:18]=2)[N:9]1[C:28]([O:30][CH2:31][C:32]1[CH:37]=[CH:36][CH:35]=[CH:34][CH:33]=1)=[O:29])([CH3:4])[CH3:3], predict the reactants needed to synthesize it. The reactants are: [CH3:1][C:2]([Si:5]([CH3:42])([CH3:41])[O:6][CH2:7][C@@:8]1([C:38](O)=[O:39])[CH2:12][CH2:11][C@H:10]([C:13]2[CH:18]=[CH:17][C:16]([O:19][CH2:20][C:21]3[CH:26]=[CH:25][CH:24]=[CH:23][C:22]=3[F:27])=[CH:15][CH:14]=2)[N:9]1[C:28]([O:30][CH2:31][C:32]1[CH:37]=[CH:36][CH:35]=[CH:34][CH:33]=1)=[O:29])([CH3:4])[CH3:3].C[CH2:44][N:45](C(C)C)C(C)C.CN(C(ON1N=NC2C=CC=CC1=2)=[N+](C)C)C.[B-](F)(F)(F)F.CN.C1COCC1. (3) Given the product [C:13]([N:20]1[CH2:25][CH2:24][C:23]([O:26][S:34]([C:37]([F:40])([F:39])[F:38])(=[O:36])=[O:35])=[CH:22][CH2:21]1)([O:15][C:16]([CH3:19])([CH3:18])[CH3:17])=[O:14], predict the reactants needed to synthesize it. The reactants are: C(NC(C)C)(C)C.[Li]CCCC.[C:13]([N:20]1[CH2:25][CH2:24][C:23](=[O:26])[CH2:22][CH2:21]1)([O:15][C:16]([CH3:19])([CH3:18])[CH3:17])=[O:14].C1(N[S:34]([C:37]([F:40])([F:39])[F:38])(=[O:36])=[O:35])C=CC=CC=1. (4) Given the product [C:31]([C:26]1[CH:27]=[C:28]2[C:23](=[C:24]([F:35])[CH:25]=1)[C:22](=[O:36])[N:21]([C:7]1[CH:8]=[CH:9][CH:10]=[C:11]([C:38]3[CH:39]=[C:40]4[C:45](=[C:46]([NH:48][C:49]5[CH:50]=[CH:51][C:52]([C:55]([N:57]6[CH2:58][CH2:59][O:60][CH2:61][CH2:62]6)=[O:56])=[CH:53][N:54]=5)[CH:47]=3)[N:44]=[CH:43][CH:42]=[CH:41]4)[C:6]=1[CH2:5][O:4][C:1](=[O:3])[CH3:2])[N:30]=[CH:29]2)([CH3:33])([CH3:32])[CH3:34].[C:31]([C:26]1[CH:27]=[C:28]2[C:23](=[C:24]([F:35])[CH:25]=1)[C:22](=[O:36])[N:21]([C:7]1[CH:8]=[CH:9][CH:10]=[C:11]([C:38]3[CH:39]=[C:40]4[C:45](=[C:46]([NH:48][C:49]5[CH:50]=[CH:51][C:52]([C:55]([N:57]6[CH2:58][CH2:59][O:60][CH2:61][CH2:62]6)=[O:56])=[CH:53][N:54]=5)[CH:47]=3)[N:44]=[CH:43][CH:42]=[CH:41]4)[C:6]=1[CH2:5][OH:4])[N:30]=[CH:29]2)([CH3:34])([CH3:33])[CH3:32], predict the reactants needed to synthesize it. The reactants are: [C:1]([O:4][CH2:5][C:6]1[C:11](B2OC(C)(C)C(C)(C)O2)=[CH:10][CH:9]=[CH:8][C:7]=1[N:21]1[N:30]=[CH:29][C:28]2[C:23](=[C:24]([F:35])[CH:25]=[C:26]([C:31]([CH3:34])([CH3:33])[CH3:32])[CH:27]=2)[C:22]1=[O:36])(=[O:3])[CH3:2].Cl[C:38]1[CH:39]=[C:40]2[C:45](=[C:46]([NH:48][C:49]3[N:54]=[CH:53][C:52]([C:55]([N:57]4[CH2:62][CH2:61][O:60][CH2:59][CH2:58]4)=[O:56])=[CH:51][CH:50]=3)[CH:47]=1)[N:44]=[CH:43][CH:42]=[CH:41]2.CC(C1C=C(C(C)C)C(C2C=CC=CC=2P(C2CCCCC2)C2CCCCC2)=C(C(C)C)C=1)C.P([O-])([O-])([O-])=O.[K+].[K+].[K+]. (5) Given the product [Br:7][C:8]1[CH:13]=[CH:12][C:11]([NH:14][C:15]2[C:24]3[C:19](=[CH:20][C:21]([O:27][CH2:40][CH:41]4[CH2:46][CH2:45][N:44]([C:47]([O:49][C:50]([CH3:51])([CH3:53])[CH3:52])=[O:48])[CH2:43][CH2:42]4)=[C:22]([O:25][CH3:26])[CH:23]=3)[N:18]=[CH:17][N:16]=2)=[C:10]([F:28])[CH:9]=1, predict the reactants needed to synthesize it. The reactants are: C(=O)([O-])[O-].[K+].[K+].[Br:7][C:8]1[CH:13]=[CH:12][C:11]([NH:14][C:15]2[C:24]3[C:19](=[CH:20][C:21]([OH:27])=[C:22]([O:25][CH3:26])[CH:23]=3)[N:18]=[CH:17][N:16]=2)=[C:10]([F:28])[CH:9]=1.S(O[CH2:40][CH:41]1[CH2:46][CH2:45][N:44]([C:47]([O:49][C:50]([CH3:53])([CH3:52])[CH3:51])=[O:48])[CH2:43][CH2:42]1)(C1C=CC(C)=CC=1)(=O)=O.